Dataset: Catalyst prediction with 721,799 reactions and 888 catalyst types from USPTO. Task: Predict which catalyst facilitates the given reaction. Reactant: Br[C:2]1[CH:7]=[CH:6][C:5]([C:8](=[C:16]2[CH2:21][C:20]([CH3:23])([CH3:22])[CH2:19][C:18]([CH3:25])([CH3:24])[CH2:17]2)[C:9]2[CH:14]=[CH:13][C:12]([OH:15])=[CH:11][CH:10]=2)=[CH:4][CH:3]=1.[OH:26][CH2:27][C:28]1[CH:29]=[C:30](B(O)O)[CH:31]=[CH:32][CH:33]=1.C([O-])([O-])=O.[Na+].[Na+]. Product: [OH:26][CH2:27][C:28]1[CH:33]=[C:32]([C:2]2[CH:7]=[CH:6][C:5]([C:8](=[C:16]3[CH2:21][C:20]([CH3:23])([CH3:22])[CH2:19][C:18]([CH3:24])([CH3:25])[CH2:17]3)[C:9]3[CH:14]=[CH:13][C:12]([OH:15])=[CH:11][CH:10]=3)=[CH:4][CH:3]=2)[CH:31]=[CH:30][CH:29]=1. The catalyst class is: 276.